This data is from Peptide-MHC class II binding affinity with 134,281 pairs from IEDB. The task is: Regression. Given a peptide amino acid sequence and an MHC pseudo amino acid sequence, predict their binding affinity value. This is MHC class II binding data. (1) The peptide sequence is VGNVAWMHVLAAKYI. The MHC is HLA-DPA10201-DPB10501 with pseudo-sequence HLA-DPA10201-DPB10501. The binding affinity (normalized) is 0.256. (2) The peptide sequence is ANWIEIMRIKKLTIT. The MHC is HLA-DQA10401-DQB10402 with pseudo-sequence HLA-DQA10401-DQB10402. The binding affinity (normalized) is 0.143. (3) The peptide sequence is GVLQTFMRMAWGGSY. The MHC is H-2-IAb with pseudo-sequence H-2-IAb. The binding affinity (normalized) is 0.120. (4) The peptide sequence is LAEGIVLASAALGPL. The MHC is DRB1_0701 with pseudo-sequence DRB1_0701. The binding affinity (normalized) is 0.787.